This data is from NCI-60 drug combinations with 297,098 pairs across 59 cell lines. The task is: Regression. Given two drug SMILES strings and cell line genomic features, predict the synergy score measuring deviation from expected non-interaction effect. (1) Drug 1: C1CNP(=O)(OC1)N(CCCl)CCCl. Drug 2: CC1CCCC2(C(O2)CC(NC(=O)CC(C(C(=O)C(C1O)C)(C)C)O)C(=CC3=CSC(=N3)C)C)C. Cell line: UACC-257. Synergy scores: CSS=25.6, Synergy_ZIP=-1.14, Synergy_Bliss=-0.857, Synergy_Loewe=-6.05, Synergy_HSA=1.37. (2) Cell line: SW-620. Drug 2: CC1=C(C(=CC=C1)Cl)NC(=O)C2=CN=C(S2)NC3=CC(=NC(=N3)C)N4CCN(CC4)CCO. Drug 1: CC1=C2C(C(=O)C3(C(CC4C(C3C(C(C2(C)C)(CC1OC(=O)C(C(C5=CC=CC=C5)NC(=O)OC(C)(C)C)O)O)OC(=O)C6=CC=CC=C6)(CO4)OC(=O)C)O)C)O. Synergy scores: CSS=4.75, Synergy_ZIP=-0.832, Synergy_Bliss=1.12, Synergy_Loewe=0.639, Synergy_HSA=0.865. (3) Drug 1: CC1=CC=C(C=C1)C2=CC(=NN2C3=CC=C(C=C3)S(=O)(=O)N)C(F)(F)F. Drug 2: CN1C(=O)N2C=NC(=C2N=N1)C(=O)N. Cell line: OVCAR-4. Synergy scores: CSS=0.474, Synergy_ZIP=0.683, Synergy_Bliss=1.50, Synergy_Loewe=-2.46, Synergy_HSA=-1.19. (4) Drug 1: CC1=C2C(C(=O)C3(C(CC4C(C3C(C(C2(C)C)(CC1OC(=O)C(C(C5=CC=CC=C5)NC(=O)OC(C)(C)C)O)O)OC(=O)C6=CC=CC=C6)(CO4)OC(=O)C)O)C)O. Drug 2: CC1C(C(CC(O1)OC2CC(CC3=C2C(=C4C(=C3O)C(=O)C5=CC=CC=C5C4=O)O)(C(=O)C)O)N)O. Cell line: NCI-H226. Synergy scores: CSS=51.9, Synergy_ZIP=0.765, Synergy_Bliss=1.54, Synergy_Loewe=0.0960, Synergy_HSA=2.65. (5) Drug 1: C1CCN(CC1)CCOC2=CC=C(C=C2)C(=O)C3=C(SC4=C3C=CC(=C4)O)C5=CC=C(C=C5)O. Drug 2: C1=CN(C(=O)N=C1N)C2C(C(C(O2)CO)O)O.Cl. Cell line: TK-10. Synergy scores: CSS=27.4, Synergy_ZIP=-6.38, Synergy_Bliss=-2.28, Synergy_Loewe=-16.9, Synergy_HSA=-2.78. (6) Drug 1: C1CC(=O)NC(=O)C1N2CC3=C(C2=O)C=CC=C3N. Drug 2: CCCCCOC(=O)NC1=NC(=O)N(C=C1F)C2C(C(C(O2)C)O)O. Cell line: RPMI-8226. Synergy scores: CSS=11.8, Synergy_ZIP=-1.27, Synergy_Bliss=2.43, Synergy_Loewe=1.89, Synergy_HSA=2.61. (7) Drug 1: CNC(=O)C1=NC=CC(=C1)OC2=CC=C(C=C2)NC(=O)NC3=CC(=C(C=C3)Cl)C(F)(F)F. Drug 2: C1CCC(C(C1)N)N.C(=O)(C(=O)[O-])[O-].[Pt+4]. Cell line: M14. Synergy scores: CSS=16.9, Synergy_ZIP=-4.00, Synergy_Bliss=-1.28, Synergy_Loewe=2.49, Synergy_HSA=3.72. (8) Drug 1: CC1=C(C=C(C=C1)NC2=NC=CC(=N2)N(C)C3=CC4=NN(C(=C4C=C3)C)C)S(=O)(=O)N.Cl. Drug 2: CS(=O)(=O)C1=CC(=C(C=C1)C(=O)NC2=CC(=C(C=C2)Cl)C3=CC=CC=N3)Cl. Cell line: OVCAR-5. Synergy scores: CSS=13.8, Synergy_ZIP=-2.27, Synergy_Bliss=1.32, Synergy_Loewe=-2.75, Synergy_HSA=-0.757.